From a dataset of Peptide-MHC class I binding affinity with 185,985 pairs from IEDB/IMGT. Regression. Given a peptide amino acid sequence and an MHC pseudo amino acid sequence, predict their binding affinity value. This is MHC class I binding data. The peptide sequence is NVMGMIGV. The MHC is HLA-A02:01 with pseudo-sequence HLA-A02:01. The binding affinity (normalized) is 0.327.